Dataset: Forward reaction prediction with 1.9M reactions from USPTO patents (1976-2016). Task: Predict the product of the given reaction. (1) Given the reactants [C:1]1([C:7]2[CH:12]=[CH:11][C:10]([OH:13])=[CH:9][CH:8]=2)[CH:6]=[CH:5][CH:4]=[CH:3][CH:2]=1.C([O-])([O-])=O.[K+].[K+].[CH2:20](Br)[CH:21]=[CH2:22], predict the reaction product. The product is: [CH2:22]([O:13][C:10]1[CH:9]=[CH:8][C:7]([C:1]2[CH:2]=[CH:3][CH:4]=[CH:5][CH:6]=2)=[CH:12][CH:11]=1)[CH:21]=[CH2:20]. (2) Given the reactants C([NH:8][C:9]1[CH:14]=[CH:13][C:12]([C:15]2[CH:16]([CH2:23][CH3:24])[CH:17]([CH3:22])[C:18](=[O:21])[NH:19][N:20]=2)=[CH:11][C:10]=1[OH:25])C1C=CC=CC=1, predict the reaction product. The product is: [NH2:8][C:9]1[CH:14]=[CH:13][C:12]([C:15]2[CH:16]([CH2:23][CH3:24])[CH:17]([CH3:22])[C:18](=[O:21])[NH:19][N:20]=2)=[CH:11][C:10]=1[OH:25]. (3) Given the reactants [Cl:1][C:2]1[CH:3]=[C:4]([C:9]2([CH2:14][C:15]#[N:16])[CH2:13][CH2:12][CH2:11][CH2:10]2)[CH:5]=[CH:6][C:7]=1[Cl:8].Cl.FC(F)(F)C1C=CC(C2(CC(N)=[NH:33])CCCC2)=CC=1, predict the reaction product. The product is: [ClH:1].[Cl:1][C:2]1[CH:3]=[C:4]([C:9]2([CH2:14][C:15]([NH2:33])=[NH:16])[CH2:13][CH2:12][CH2:11][CH2:10]2)[CH:5]=[CH:6][C:7]=1[Cl:8]. (4) Given the reactants [S:1]1[C:5]2[CH:6]=[CH:7][CH:8]=[CH:9][C:4]=2[NH:3][CH2:2]1.NC1C=CC=CC=1S.C=O.[CH2:20]([O:27][C:28]1[CH:36]=[CH:35][C:31]([C:32](Cl)=[O:33])=[CH:30][C:29]=1[C:37]([F:40])([F:39])[F:38])[C:21]1[CH:26]=[CH:25][CH:24]=[CH:23][CH:22]=1, predict the reaction product. The product is: [CH2:20]([O:27][C:28]1[CH:36]=[CH:35][C:31]([C:32]([N:3]2[C:4]3[CH:9]=[CH:8][CH:7]=[CH:6][C:5]=3[S:1][CH2:2]2)=[O:33])=[CH:30][C:29]=1[C:37]([F:38])([F:39])[F:40])[C:21]1[CH:22]=[CH:23][CH:24]=[CH:25][CH:26]=1. (5) Given the reactants [CH2:1](O)C.[NH2:4][C:5]1[C:14](=[O:15])[C:13]2[C:8](=[CH:9][C:10]([NH:17][CH:18]3[CH2:23][CH2:22][CH2:21][CH2:20][CH2:19]3)=[C:11]([F:16])[CH:12]=2)[N:7]([CH:24]([CH2:27][CH3:28])[CH2:25][CH3:26])[CH:6]=1.N1(CO)C2C=CC=CC=2N=N1.[BH4-].[Na+], predict the reaction product. The product is: [CH:18]1([NH:17][C:10]2[CH:9]=[C:8]3[C:13]([C:14](=[O:15])[C:5]([NH:4][CH3:1])=[CH:6][N:7]3[CH:24]([CH2:27][CH3:28])[CH2:25][CH3:26])=[CH:12][C:11]=2[F:16])[CH2:23][CH2:22][CH2:21][CH2:20][CH2:19]1. (6) Given the reactants [OH-].[K+].C1([C:9]([NH:11][CH:12]([CH:19]2[CH2:24][CH2:23][O:22][CH2:21][CH2:20]2)[CH:13]([OH:18])[C:14]([NH:16][NH2:17])=[O:15])=[O:10])CCCCC1.[C:25](=[S:27])=S.[C:28](O)(=O)[CH2:29][C:30]([CH2:35][C:36](O)=O)(C(O)=O)O.[CH3:41]O, predict the reaction product. The product is: [OH:18][CH:13]([CH:14]1[O:15][C:25](=[S:27])[N:17]=[N:16]1)[C:12]([N:11]=[C:9]=[O:10])([CH:28]1[CH2:29][CH2:30][CH2:35][CH2:36][CH2:41]1)[CH:19]1[CH2:20][CH2:21][O:22][CH2:23][CH2:24]1. (7) Given the reactants [ClH:1].[CH3:2][N:3]1[C:7]2[N:8]=[C:9]([C:31]#[N:32])[N:10]=[C:11]([C:12]3[CH:13]=[N:14][C:15]([O:22][CH2:23][CH2:24][CH:25]4[CH2:30][CH2:29][CH2:28][NH:27][CH2:26]4)=[C:16]([C:18]([F:21])([F:20])[F:19])[CH:17]=3)[C:6]=2[CH:5]=[CH:4]1.[C:33](O[BH-](OC(=O)C)OC(=O)C)(=O)[CH3:34].[Na+].C(=O)C.C([O-])(O)=O.[Na+], predict the reaction product. The product is: [ClH:1].[CH2:33]([N:27]1[CH2:28][CH2:29][CH2:30][CH:25]([CH2:24][CH2:23][O:22][C:15]2[N:14]=[CH:13][C:12]([C:11]3[C:6]4[CH:5]=[CH:4][N:3]([CH3:2])[C:7]=4[N:8]=[C:9]([C:31]#[N:32])[N:10]=3)=[CH:17][C:16]=2[C:18]([F:20])([F:21])[F:19])[CH2:26]1)[CH3:34].